The task is: Regression. Given a peptide amino acid sequence and an MHC pseudo amino acid sequence, predict their binding affinity value. This is MHC class I binding data.. This data is from Peptide-MHC class I binding affinity with 185,985 pairs from IEDB/IMGT. (1) The peptide sequence is LLLTIGLSLV. The MHC is HLA-A02:17 with pseudo-sequence HLA-A02:17. The binding affinity (normalized) is 0.272. (2) The binding affinity (normalized) is 0.0847. The MHC is HLA-B18:01 with pseudo-sequence HLA-B18:01. The peptide sequence is AMITYITRK. (3) The peptide sequence is VTSLDVINY. The MHC is HLA-A31:01 with pseudo-sequence HLA-A31:01. The binding affinity (normalized) is 0.0935. (4) The peptide sequence is GRFQEALKK. The MHC is HLA-A23:01 with pseudo-sequence HLA-A23:01. The binding affinity (normalized) is 0.0847. (5) The peptide sequence is IQWMYRQQNPI. The MHC is HLA-B27:05 with pseudo-sequence HLA-B27:05. The binding affinity (normalized) is 0.285.